Predict which catalyst facilitates the given reaction. From a dataset of Catalyst prediction with 721,799 reactions and 888 catalyst types from USPTO. (1) Reactant: [CH2:1]([O:8][C:9]1[C:14]2[CH:15]=[CH:16][O:17][C:13]=2[CH:12]=[CH:11][N:10]=1)[C:2]1[CH:7]=[CH:6][CH:5]=[CH:4][CH:3]=1.C([Li])CCC.CN(C)[C:25](=[O:27])[CH3:26]. Product: [CH2:1]([O:8][C:9]1[C:14]2[CH:15]=[C:16]([C:25](=[O:27])[CH3:26])[O:17][C:13]=2[CH:12]=[CH:11][N:10]=1)[C:2]1[CH:3]=[CH:4][CH:5]=[CH:6][CH:7]=1. The catalyst class is: 1. (2) Reactant: [OH:1][C@@H:2]1[C:6]([CH3:8])([CH3:7])[CH2:5][O:4][C:3]1=[O:9].N1C=CC=CC=1.[S:16](O[S:16]([C:19]([F:22])([F:21])[F:20])(=[O:18])=[O:17])([C:19]([F:22])([F:21])[F:20])(=[O:18])=[O:17]. Product: [F:20][C:19]([F:22])([F:21])[S:16]([O:1][C@@H:2]1[C:6]([CH3:8])([CH3:7])[CH2:5][O:4][C:3]1=[O:9])(=[O:18])=[O:17]. The catalyst class is: 91. (3) Reactant: CS(O[CH2:6][CH2:7][CH2:8][CH2:9][NH:10][C:11]([O:13][CH2:14][C:15]1[CH:20]=[CH:19][CH:18]=[CH:17][CH:16]=1)=[O:12])(=O)=O.[NH:21]1[CH2:25][CH2:24][CH2:23][CH2:22]1. Product: [N:21]1([CH2:6][CH2:7][CH2:8][CH2:9][NH:10][C:11](=[O:12])[O:13][CH2:14][C:15]2[CH:20]=[CH:19][CH:18]=[CH:17][CH:16]=2)[CH2:25][CH2:24][CH2:23][CH2:22]1. The catalyst class is: 1. (4) Reactant: [CH2:1]([O:8][C:9]([NH:11]/[C:12](=[CH:17]\[C:18]1[CH:23]=[CH:22][C:21]([Cl:24])=[C:20]([Cl:25])[CH:19]=1)/[C:13]([O:15][CH3:16])=[O:14])=[O:10])[C:2]1[CH:7]=[CH:6][CH:5]=[CH:4][CH:3]=1.[NH2:26][C:27]1[CH:32]=[CH:31][CH:30]=[CH:29][C:28]=1[SH:33].C(N(CC)CC)C. Product: [NH2:26][C:27]1[CH:32]=[CH:31][CH:30]=[CH:29][C:28]=1[S:33][CH:17]([C:18]1[CH:23]=[CH:22][C:21]([Cl:24])=[C:20]([Cl:25])[CH:19]=1)[C@@H:12]([C:13]([O:15][CH3:16])=[O:14])[NH:11][C:9]([O:8][CH2:1][C:2]1[CH:7]=[CH:6][CH:5]=[CH:4][CH:3]=1)=[O:10]. The catalyst class is: 5. (5) Reactant: [CH:1]1([C@@H:7]2[NH:11][CH:10]([C:12]([OH:14])=[O:13])[CH2:9][S:8]2)[CH2:6][CH2:5][CH2:4][CH2:3][CH2:2]1.CCN(C(C)C)C(C)C.Cl[C:25]([O:27][CH2:28][C:29]1[CH:34]=[CH:33][CH:32]=[CH:31][CH:30]=1)=[O:26]. Product: [CH2:28]([O:27][C:25]([N:11]1[CH:10]([C:12]([OH:14])=[O:13])[CH2:9][S:8][C@@H:7]1[CH:1]1[CH2:2][CH2:3][CH2:4][CH2:5][CH2:6]1)=[O:26])[C:29]1[CH:34]=[CH:33][CH:32]=[CH:31][CH:30]=1. The catalyst class is: 3.